From a dataset of Full USPTO retrosynthesis dataset with 1.9M reactions from patents (1976-2016). Predict the reactants needed to synthesize the given product. (1) Given the product [CH:1]([C:4]1[CH:9]=[CH:8][N:7]=[C:6]([CH2:10][OH:12])[CH:5]=1)([CH3:3])[CH3:2], predict the reactants needed to synthesize it. The reactants are: [CH:1]([C:4]1[CH:9]=[CH:8][N:7]=[C:6]([C:10]#N)[CH:5]=1)([CH3:3])[CH3:2].[OH:12]S(O)(=O)=O. (2) The reactants are: [CH:1]([C@@H:4]1[CH2:9][CH2:8][C@@H:7]([CH3:10])[CH2:6][C@@H:5]1[C:11]#[N:12])([CH3:3])[CH3:2].[OH:13]O.[OH-].[Na+]. Given the product [CH:1]([C@@H:4]1[CH2:9][CH2:8][C@@H:7]([CH3:10])[CH2:6][C@@H:5]1[C:11]([NH2:12])=[O:13])([CH3:3])[CH3:2], predict the reactants needed to synthesize it. (3) The reactants are: [N-:1]=[C:2]=[O:3].[F:4][C:5]1[CH:20]=[CH:19][C:8]([O:9][C@@H:10]2[C@H:14]3[O:15][CH2:16][C@H:17](N)[C@H:13]3[O:12][CH2:11]2)=[CH:7][CH:6]=1.F[C:22]([F:27])([F:26])[C:23](O)=O.[CH:28]([N:31](C(C)C)[CH2:32]C)(C)[CH3:29]. Given the product [F:4][C:5]1[CH:20]=[CH:19][C:8]([O:9][C@@H:10]2[C@H:14]3[O:15][CH2:16][C@H:17]([NH:1][C:2]([N:31]4[CH2:28][CH2:29][C:22]([F:27])([F:26])[CH2:23][CH2:32]4)=[O:3])[C@H:13]3[O:12][CH2:11]2)=[CH:7][CH:6]=1, predict the reactants needed to synthesize it. (4) Given the product [C:79]([O:46][C@H:39]1[C@@H:38]([NH:50][C:51]([CH2:53][C:54]2[C:66]3[CH2:65][C:64]4[C:59](=[CH:60][CH:61]=[CH:62][CH:63]=4)[C:58]=3[CH:57]=[CH:56][CH:55]=2)=[O:52])[C@H:37]([CH2:36][O:35][Si:18]([C:31]([CH3:34])([CH3:32])[CH3:33])([C:25]2[CH:26]=[CH:27][CH:28]=[CH:29][CH:30]=2)[C:19]2[CH:24]=[CH:23][CH:22]=[CH:21][CH:20]=2)[O:42][C@@H:40]1[N:6]1[CH:5]=[N:4][C:3]2[C:7]1=[N:8][CH:9]=[N:10][C:2]=2[Cl:1])(=[O:82])[CH3:71], predict the reactants needed to synthesize it. The reactants are: [Cl:1][C:2]1[N:10]=[CH:9][N:8]=[C:7]2[C:3]=1[NH:4][CH:5]=[N:6]2.S([O-])([O-])(=O)=O.[NH4+].[NH4+].[Si:18]([O:35][CH2:36][C@@H:37]1[O:42][C@:40](C(=O)C)(O)[C@@:39](C(=O)C)([OH:46])[C@H:38]1[NH:50][C:51]([CH2:53][C:54]1[C:66]2[CH2:65][C:64]3[C:59](=[CH:60][CH:61]=[CH:62][CH:63]=3)[C:58]=2[CH:57]=[CH:56][CH:55]=1)=[O:52])([C:31]([CH3:34])([CH3:33])[CH3:32])([C:25]1[CH:30]=[CH:29][CH:28]=[CH:27][CH:26]=1)[C:19]1[CH:24]=[CH:23][CH:22]=[CH:21][CH:20]=1.O([Si](C)(C)C)S([C:71](F)(F)F)(=O)=O.[C:79](=[O:82])(O)[O-].[Na+]. (5) Given the product [F:25][C:24]([F:27])([F:26])[S:21]([O:13][C:3]1[C:2]([Cl:1])=[C:11]2[C:6]([CH2:7][CH2:8][NH:9][C:10]2=[O:12])=[CH:5][CH:4]=1)(=[O:23])=[O:22], predict the reactants needed to synthesize it. The reactants are: [Cl:1][C:2]1[C:3]([OH:13])=[CH:4][CH:5]=[C:6]2[C:11]=1[C:10](=[O:12])[NH:9][CH2:8][CH2:7]2.C1C=CC(N([S:21]([C:24]([F:27])([F:26])[F:25])(=[O:23])=[O:22])[S:21]([C:24]([F:27])([F:26])[F:25])(=[O:23])=[O:22])=CC=1.CCN(CC)CC. (6) Given the product [CH3:11][O:12][CH2:13][O:14][C:15]1[CH:20]=[C:19]([O:21][CH2:22][O:23][CH3:24])[CH:18]=[C:17]([OH:25])[C:16]=1[C:26](=[O:28])[CH:27]=[CH:3][C:4]1[CH:9]=[CH:8][CH:7]=[CH:6][CH:5]=1, predict the reactants needed to synthesize it. The reactants are: [OH-].[K+].[CH:3](=O)[C:4]1[CH:9]=[CH:8][CH:7]=[CH:6][CH:5]=1.[CH3:11][O:12][CH2:13][O:14][C:15]1[CH:20]=[C:19]([O:21][CH2:22][O:23][CH3:24])[CH:18]=[C:17]([OH:25])[C:16]=1[C:26](=[O:28])[CH3:27].